From a dataset of Reaction yield outcomes from USPTO patents with 853,638 reactions. Predict the reaction yield, written as a fraction of the theoretical maximum amount of product (1.0 means a 100% yield; for example, 0.34 means a 34% yield). (1) The reactants are [CH3:1][C:2]1[CH:7]=[CH:6][N:5]=[C:4]([NH:8][C:9]2[CH:14]=[CH:13][CH:12]=[C:11]([C:15]3[O:19][CH:18]=[N:17][CH:16]=3)[N:10]=2)[CH:3]=1.Br[CH:21]=[CH:22][C:23]1[CH:30]=[CH:29][C:26]([C:27]#[N:28])=[CH:25][CH:24]=1.O(C(C)(C)C)[Li].O1CCOCC1. The product is [CH3:1][C:2]1[CH:7]=[CH:6][N:5]=[C:4]([NH:8][C:9]2[N:10]=[C:11]([C:15]3[O:19][C:18]([CH:21]=[CH:22][C:23]4[CH:30]=[CH:29][C:26]([C:27]#[N:28])=[CH:25][CH:24]=4)=[N:17][CH:16]=3)[CH:12]=[CH:13][CH:14]=2)[CH:3]=1. The catalyst is C1C=CC([P]([Pd]([P](C2C=CC=CC=2)(C2C=CC=CC=2)C2C=CC=CC=2)([P](C2C=CC=CC=2)(C2C=CC=CC=2)C2C=CC=CC=2)[P](C2C=CC=CC=2)(C2C=CC=CC=2)C2C=CC=CC=2)(C2C=CC=CC=2)C2C=CC=CC=2)=CC=1.O. The yield is 0.250. (2) The reactants are Br[C:2]1[CH:7]=[CH:6][C:5]([Cl:8])=[CH:4][N:3]=1.C([Mg]Cl)(C)C.[Li+].[Cl-].CN([CH:19]=[O:20])C. The catalyst is C1COCC1. The product is [Cl:8][C:5]1[CH:6]=[CH:7][C:2]([CH:19]=[O:20])=[N:3][CH:4]=1. The yield is 0.570. (3) The reactants are [C:1]([O:5][C:6](=[O:22])[NH:7][CH2:8][C:9]#[C:10][C:11]1[CH:16]=[CH:15][C:14]([O:17][C:18]([F:21])([F:20])[F:19])=[CH:13][CH:12]=1)([CH3:4])([CH3:3])[CH3:2].I[CH3:24].[H-].[Na+]. The catalyst is CN(C=O)C. The product is [C:1]([O:5][C:6](=[O:22])[N:7]([CH3:24])[CH2:8][C:9]#[C:10][C:11]1[CH:12]=[CH:13][C:14]([O:17][C:18]([F:20])([F:21])[F:19])=[CH:15][CH:16]=1)([CH3:4])([CH3:2])[CH3:3]. The yield is 0.490. (4) The reactants are [Cl:1][C:2]1[N:3]=[C:4]2[CH:12]=[C:11]([Cl:13])[CH:10]=[N:9][C:5]2=[N:6][C:7]=1Cl.[NH:14]1[CH2:18][CH2:17][C@@H:16]([NH:19][C:20](=[O:26])[O:21][C:22]([CH3:25])([CH3:24])[CH3:23])[CH2:15]1.[NH4+].[Cl-]. The catalyst is C(Cl)Cl. The product is [Cl:1][C:2]1[N:3]=[C:4]2[CH:12]=[C:11]([Cl:13])[CH:10]=[N:9][C:5]2=[N:6][C:7]=1[N:14]1[CH2:18][CH2:17][C@@H:16]([NH:19][C:20](=[O:26])[O:21][C:22]([CH3:24])([CH3:23])[CH3:25])[CH2:15]1. The yield is 0.860. (5) The yield is 0.830. No catalyst specified. The reactants are F[C:2]1[CH:9]=[C:8]([N+:10]([O-:12])=[O:11])[CH:7]=[CH:6][C:3]=1[C:4]#[N:5].[NH:13]1[CH:17]=[CH:16][N:15]=[C:14]1[CH:18]=[O:19].CS(C)=O.C(=O)([O-])[O-].[K+].[K+]. The product is [CH:18]([C:14]1[N:13]([C:2]2[CH:9]=[C:8]([N+:10]([O-:12])=[O:11])[CH:7]=[CH:6][C:3]=2[C:4]#[N:5])[CH:17]=[CH:16][N:15]=1)=[O:19]. (6) The yield is 0.880. The product is [NH2:16][CH2:15][CH2:14][NH:13][C:12]([CH2:11][CH2:10][CH2:9][O:8][C:6]1[CH:5]=[C:4]([CH3:28])[C:3]([S:29]([NH:32][C@@H:33]([CH2:38][NH:39][C:40]([C:42]2[CH:50]=[C:49]3[C:45]([C:46]([CH2:52][CH2:53][CH2:54][NH:55][C:56]4[CH2:61][CH2:60][CH2:59][CH2:58][N:57]=4)=[N:47][N:48]3[CH3:51])=[CH:44][CH:43]=2)=[O:41])[C:34]([O:36][CH3:37])=[O:35])(=[O:30])=[O:31])=[C:2]([CH3:1])[CH:7]=1)=[O:27]. The reactants are [CH3:1][C:2]1[CH:7]=[C:6]([O:8][CH2:9][CH2:10][CH2:11][C:12](=[O:27])[NH:13][CH2:14][CH2:15][NH:16]C(OCC2C=CC=CC=2)=O)[CH:5]=[C:4]([CH3:28])[C:3]=1[S:29]([NH:32][C@@H:33]([CH2:38][NH:39][C:40]([C:42]1[CH:50]=[C:49]2[C:45]([C:46]([CH2:52][CH2:53][CH2:54][NH:55][C:56]3[CH:61]=[CH:60][CH:59]=[CH:58][N:57]=3)=[N:47][N:48]2[CH3:51])=[CH:44][CH:43]=1)=[O:41])[C:34]([O:36][CH3:37])=[O:35])(=[O:31])=[O:30].FC(F)(F)C(O)=O. The catalyst is CO.[Pd]. (7) The reactants are C[O:2][C:3]1[CH:4]=[C:5]2[C:10](=[CH:11][CH:12]=1)[N:9]=[C:8]([N:13]1[CH2:18][CH2:17][CH:16]([C:19]([O:21]C)=[O:20])[CH2:15][CH2:14]1)[C:7]([C:23]([F:26])([F:25])[F:24])=[CH:6]2.B(Br)(Br)Br.O. The catalyst is C(Cl)Cl. The product is [OH:2][C:3]1[CH:4]=[C:5]2[C:10](=[CH:11][CH:12]=1)[N:9]=[C:8]([N:13]1[CH2:18][CH2:17][CH:16]([C:19]([OH:21])=[O:20])[CH2:15][CH2:14]1)[C:7]([C:23]([F:26])([F:25])[F:24])=[CH:6]2. The yield is 0.0940.